From a dataset of Full USPTO retrosynthesis dataset with 1.9M reactions from patents (1976-2016). Predict the reactants needed to synthesize the given product. (1) The reactants are: [NH2:1][C:2]1[CH:18]=[CH:17][C:16]([Br:19])=[CH:15][C:3]=1[C:4]([NH:6][CH:7]1[CH2:12][CH2:11][C:10](=[O:13])[NH:9][C:8]1=[O:14])=[O:5].[CH:20](OC)(OC)OC.C1(C)C=CC(S(O)(=O)=O)=CC=1.O. Given the product [Br:19][C:16]1[CH:15]=[C:3]2[C:2](=[CH:18][CH:17]=1)[N:1]=[CH:20][N:6]([CH:7]1[CH2:12][CH2:11][C:10](=[O:13])[NH:9][C:8]1=[O:14])[C:4]2=[O:5], predict the reactants needed to synthesize it. (2) Given the product [Cl:1][C:2]1[N:3]=[CH:4][C:5]2[C:10]([CH:11]=1)=[C:9]([NH:12][C:13]([NH:26][CH2:25][C:24]1[CH:23]=[CH:22][C:21]([N:15]3[CH2:20][CH2:19][O:18][CH2:17][CH2:16]3)=[CH:28][CH:27]=1)=[O:14])[CH:8]=[CH:7][CH:6]=2, predict the reactants needed to synthesize it. The reactants are: [Cl:1][C:2]1[N:3]=[CH:4][C:5]2[C:10]([CH:11]=1)=[C:9]([N:12]=[C:13]=[O:14])[CH:8]=[CH:7][CH:6]=2.[N:15]1([C:21]2[CH:28]=[CH:27][C:24]([CH2:25][NH2:26])=[CH:23][CH:22]=2)[CH2:20][CH2:19][O:18][CH2:17][CH2:16]1.C(N(CC)CC)C.CC#N. (3) Given the product [Br:1][C:2]1[CH:14]=[CH:13][CH:12]=[CH:11][C:3]=1[O:4][CH2:5][C@H:6]1[CH2:10][CH2:9][CH2:8][N:7]1[CH3:15], predict the reactants needed to synthesize it. The reactants are: [Br:1][C:2]1[CH:14]=[CH:13][CH:12]=[CH:11][C:3]=1[O:4][CH2:5][C@H:6]1[CH2:10][CH2:9][CH2:8][NH:7]1.[C:15](=O)([O-])[O-].[K+].[K+].CI. (4) The reactants are: [Cl:1][C:2]1[CH:16]=[C:15]([O:17][CH2:18][CH:19]=[C:20]([Cl:22])[Cl:21])[CH:14]=[C:13]([Cl:23])[C:3]=1[O:4][CH2:5][CH2:6][CH2:7][O:8]S(C)(=O)=O.C(=O)([O-])[O-].[K+].[K+].O[C:31]1[CH:36]=[CH:35][C:34]([C:37](=[O:41])[CH2:38][O:39][CH3:40])=[CH:33][CH:32]=1.O. Given the product [Cl:1][C:2]1[CH:16]=[C:15]([O:17][CH2:18][CH:19]=[C:20]([Cl:22])[Cl:21])[CH:14]=[C:13]([Cl:23])[C:3]=1[O:4][CH2:5][CH2:6][CH2:7][O:8][C:31]1[CH:36]=[CH:35][C:34]([C:37](=[O:41])[CH2:38][O:39][CH3:40])=[CH:33][CH:32]=1, predict the reactants needed to synthesize it. (5) Given the product [I:15][C:16]1[CH:23]=[CH:22][C:19]([CH2:20][O:14][CH2:13][CH:9]2[CH2:8][O:7][C:6]3=[N:5][C:4]([N+:1]([O-:3])=[O:2])=[CH:12][N:11]3[CH2:10]2)=[CH:18][CH:17]=1, predict the reactants needed to synthesize it. The reactants are: [N+:1]([C:4]1[N:5]=[C:6]2[N:11]([CH:12]=1)[CH2:10][CH:9]([CH2:13][OH:14])[CH2:8][O:7]2)([O-:3])=[O:2].[I:15][C:16]1[CH:23]=[CH:22][C:19]([CH2:20]Br)=[CH:18][CH:17]=1.[H-].[Na+]. (6) Given the product [C:1]([C:5]1[C:6]([OH:18])=[C:7]([C:11]([CH3:17])=[C:12]([SH:14])[CH:13]=1)[C:8]([OH:10])=[O:9])([CH3:4])([CH3:3])[CH3:2], predict the reactants needed to synthesize it. The reactants are: [C:1]([C:5]1[C:6]([OH:18])=[C:7]([C:11]([CH3:17])=[C:12]([S:14]C#N)[CH:13]=1)[C:8]([OH:10])=[O:9])([CH3:4])([CH3:3])[CH3:2].SCC(C(CS)O)O.